This data is from Catalyst prediction with 721,799 reactions and 888 catalyst types from USPTO. The task is: Predict which catalyst facilitates the given reaction. (1) Reactant: CO[C:3]([C:5]1[CH:6]=[CH:7][CH:8]=[C:9]2[C:14]=1[N:13]=[CH:12][N:11]=[C:10]2[NH:15][C@H:16]1[C@H:20]([C:21](=[O:29])[NH:22][C:23]2[CH:28]=[CH:27][CH:26]=[CH:25][CH:24]=2)[CH2:19][N:18](C(OC(C)(C)C)=O)[CH2:17]1)=[O:4].CS(C)=O.[OH-].[NH4+:42]. Product: [C:23]1([NH:22][C:21]([C@@H:20]2[CH2:19][NH:18][CH2:17][C@H:16]2[NH:15][C:10]2[C:9]3[C:14](=[C:5]([C:3]([NH2:42])=[O:4])[CH:6]=[CH:7][CH:8]=3)[N:13]=[CH:12][N:11]=2)=[O:29])[CH:28]=[CH:27][CH:26]=[CH:25][CH:24]=1. The catalyst class is: 41. (2) Reactant: [OH:1][CH2:2][CH2:3][C:4]1[C:5](=[O:22])[N:6]([C:10]2[CH:15]=[CH:14][C:13]([N+:16]([O-])=O)=[CH:12][C:11]=2/[CH:19]=[CH:20]/[CH3:21])[CH:7]=[CH:8][CH:9]=1.[H][H]. Product: [NH2:16][C:13]1[CH:14]=[CH:15][C:10]([N:6]2[CH:7]=[CH:8][CH:9]=[C:4]([CH2:3][CH2:2][OH:1])[C:5]2=[O:22])=[C:11]([CH2:19][CH2:20][CH3:21])[CH:12]=1. The catalyst class is: 123.